This data is from Full USPTO retrosynthesis dataset with 1.9M reactions from patents (1976-2016). The task is: Predict the reactants needed to synthesize the given product. (1) Given the product [F:23][C:20]1[CH:21]=[C:22]2[C:17](=[CH:18][CH:19]=1)[NH:16][C:15](=[O:24])[C:14]2=[C:10]1[C:11]2[C:7](=[CH:6][C:5]([CH2:4][CH:3]=[O:2])=[CH:13][CH:12]=2)[C:8]([CH3:26])([CH3:25])[O:9]1, predict the reactants needed to synthesize it. The reactants are: C[O:2][CH:3](OC)[CH2:4][C:5]1[CH:6]=[C:7]2[C:11](=[CH:12][CH:13]=1)[C:10](=[C:14]1[C:22]3[C:17](=[CH:18][CH:19]=[C:20]([F:23])[CH:21]=3)[NH:16][C:15]1=[O:24])[O:9][C:8]2([CH3:26])[CH3:25].S(=O)(=O)(O)O.O. (2) Given the product [O:1]=[C:2]([NH:8][C:9](=[O:27])[CH2:10][C:11]1[CH:16]=[CH:15][C:14]([CH2:17][CH2:18][CH2:19][CH2:20][C:21]2[CH:26]=[CH:25][CH:24]=[CH:23][CH:22]=2)=[CH:13][CH:12]=1)[CH2:3][CH2:4][C:5]([N:29]([CH2:30][C:31](=[O:32])[NH:33][CH2:34][CH2:35][O:36][CH2:37][CH2:38][O:39][CH2:40][CH2:41][O:42][CH3:43])[CH2:44][C:45](=[O:46])[NH:47][CH2:48][CH2:49][O:50][CH2:51][CH2:52][O:53][CH2:54][CH2:55][O:56][CH3:57])=[O:7], predict the reactants needed to synthesize it. The reactants are: [O:1]=[C:2]([NH:8][C:9](=[O:27])[CH2:10][C:11]1[CH:16]=[CH:15][C:14]([CH2:17][CH2:18][CH2:19][CH2:20][C:21]2[CH:26]=[CH:25][CH:24]=[CH:23][CH:22]=2)=[CH:13][CH:12]=1)[CH2:3][CH2:4][C:5]([OH:7])=O.Cl.[NH:29]([CH2:44][C:45]([NH:47][CH2:48][CH2:49][O:50][CH2:51][CH2:52][O:53][CH2:54][CH2:55][O:56][CH3:57])=[O:46])[CH2:30][C:31]([NH:33][CH2:34][CH2:35][O:36][CH2:37][CH2:38][O:39][CH2:40][CH2:41][O:42][CH3:43])=[O:32].Cl.N1C=CC=CC=1.